From a dataset of Reaction yield outcomes from USPTO patents with 853,638 reactions. Predict the reaction yield, written as a fraction of the theoretical maximum amount of product (1.0 means a 100% yield; for example, 0.34 means a 34% yield). (1) The reactants are [S:1]1[C:5]2[CH:6]=[CH:7][CH:8]=[CH:9][C:4]=2[N:3]=[C:2]1[S:10][CH:11]([CH3:15])[C:12]([OH:14])=O.[NH:16]1[C:25]2[C:20](=[CH:21][CH:22]=[CH:23][CH:24]=2)[CH2:19][CH2:18][CH2:17]1. No catalyst specified. The product is [S:1]1[C:5]2[CH:6]=[CH:7][CH:8]=[CH:9][C:4]=2[N:3]=[C:2]1[S:10][CH:11]([CH3:15])[C:12]([N:16]1[C:25]2[C:20](=[CH:21][CH:22]=[CH:23][CH:24]=2)[CH2:19][CH2:18][CH2:17]1)=[O:14]. The yield is 0.340. (2) The reactants are [CH3:1][O:2][CH2:3][C:4](=O)[CH2:5][C:6](=O)[CH3:7].[C:10]([CH2:12][C:13]([NH2:15])=[O:14])#[N:11].N1CCCCC1. The catalyst is CCO.O. The product is [CH3:7][C:6]1[NH:15][C:13](=[O:14])[C:12]([C:10]#[N:11])=[C:4]([CH2:3][O:2][CH3:1])[CH:5]=1. The yield is 0.656. (3) The reactants are [CH3:1][O:2][C:3]([C@@:5]1([NH:10][C:11]([C@@H:13]2[CH2:17][C@@H:16]([O:18][C:19]3[C:20]4[CH:33]=[CH:32][S:31][C:21]=4[N:22]=[C:23]([C:25]4[CH:30]=[CH:29][CH:28]=[CH:27][N:26]=4)[N:24]=3)[CH2:15][N:14]2C(OC(C)(C)C)=O)=[O:12])[CH2:7][C@H:6]1[CH:8]=[CH2:9])=[O:4].FC(F)(F)C(O)=O.C(=O)(O)[O-]. The catalyst is ClCCl. The product is [N:26]1[CH:27]=[CH:28][CH:29]=[CH:30][C:25]=1[C:23]1[N:24]=[C:19]([O:18][C@H:16]2[CH2:15][NH:14][C@H:13]([C:11]([NH:10][C@:5]3([C:3]([O:2][CH3:1])=[O:4])[CH2:7][C@H:6]3[CH:8]=[CH2:9])=[O:12])[CH2:17]2)[C:20]2[CH:33]=[CH:32][S:31][C:21]=2[N:22]=1. The yield is 0.940. (4) The reactants are [CH3:1][O:2][C:3](=[O:16])[CH:4](P(OC)(OC)=O)[NH:5][C:6]([O:8][CH3:9])=[O:7].CC(C)=O.C(=O)=O.[O:24]1[CH2:29][CH2:28][CH:27]([CH:30]=O)[CH2:26][CH2:25]1. The catalyst is C1COCC1.CCOC(C)=O. The product is [CH3:1][O:2][C:3](=[O:16])[C:4]([NH:5][C:6]([O:8][CH3:9])=[O:7])=[CH:30][CH:27]1[CH2:28][CH2:29][O:24][CH2:25][CH2:26]1. The yield is 0.450. (5) The reactants are [Br:1][C:2]1[CH:3]=[C:4]2[C:9](=[CH:10][CH:11]=1)[O:8][C:7]([C:12]([OH:14])=O)=[CH:6][C:5]2=[O:15].Cl.[CH3:17][NH:18][O:19][CH3:20]. The catalyst is C(Cl)Cl. The product is [Br:1][C:2]1[CH:3]=[C:4]2[C:9](=[CH:10][CH:11]=1)[O:8][C:7]([C:12]([N:18]([O:19][CH3:20])[CH3:17])=[O:14])=[CH:6][C:5]2=[O:15]. The yield is 0.737. (6) The reactants are [CH2:1]([N:8]1[C@H:12]2[CH2:13][CH2:14][CH2:15]S[CH2:17][C@@H:11]2[N:10]([CH2:18][C:19]2[CH:24]=[CH:23][CH:22]=[CH:21][CH:20]=2)[C:9]1=[O:25])[C:2]1[CH:7]=[CH:6][CH:5]=[CH:4][CH:3]=1.O[O:27][S:28]([O-:30])=O.[K+]. The catalyst is C1COCC1.CO.O. The product is [CH2:1]([N:8]1[C@H:12]2[CH2:13][CH2:14][CH2:15][S:28](=[O:30])(=[O:27])[CH2:17][C@@H:11]2[N:10]([CH2:18][C:19]2[CH:24]=[CH:23][CH:22]=[CH:21][CH:20]=2)[C:9]1=[O:25])[C:2]1[CH:3]=[CH:4][CH:5]=[CH:6][CH:7]=1. The yield is 0.840. (7) The reactants are O=P(Cl)(Cl)Cl.[CH:6]1([C:12]2[S:13][CH:14]=[C:15]([C:17]([OH:19])=O)[N:16]=2)[CH2:11][CH2:10][CH2:9][CH2:8][CH2:7]1.[C:20]([C:23]1[CH:29]=[CH:28][C:27]([O:30][CH3:31])=[C:26]([CH3:32])[C:24]=1[NH2:25])(=[O:22])[CH3:21]. The catalyst is N1C=CC=CC=1. The product is [C:20]([C:23]1[C:24]([NH:25][C:17]([C:15]2[N:16]=[C:12]([CH:6]3[CH2:7][CH2:8][CH2:9][CH2:10][CH2:11]3)[S:13][CH:14]=2)=[O:19])=[C:26]([CH3:32])[C:27]([O:30][CH3:31])=[CH:28][CH:29]=1)(=[O:22])[CH3:21]. The yield is 0.950. (8) The reactants are [CH3:1][C:2]1[CH:7]=[CH:6][C:5]([S:8]([O:11][CH2:12][CH:13]([OH:24])[CH2:14][C:15]2[CH:20]=[CH:19][C:18]([O:21][CH3:22])=[CH:17][C:16]=2O)(=[O:10])=[O:9])=[CH:4][CH:3]=1.C1(P(C2C=CC=CC=2)C2C=CC=CC=2)C=CC=CC=1.CCOC(/N=N/C(OCC)=O)=O. The catalyst is C1(C)C=CC=CC=1. The product is [CH3:1][C:2]1[CH:3]=[CH:4][C:5]([S:8]([O:11][CH2:12][CH:13]2[CH2:14][C:15]3[CH:20]=[CH:19][C:18]([O:21][CH3:22])=[CH:17][C:16]=3[O:24]2)(=[O:9])=[O:10])=[CH:6][CH:7]=1. The yield is 0.740. (9) The reactants are [S:1]1[C:5]2[CH:6]=[CH:7][CH:8]=[CH:9][C:4]=2[CH:3]=[C:2]1[C:10]1[C:11](=[O:39])[N:12]([CH2:31][CH2:32][C:33]2[CH:38]=[CH:37][CH:36]=[CH:35][CH:34]=2)[C:13]([C:17]2[CH:22]=[CH:21][CH:20]=[CH:19][C:18]=2[O:23]CC2C=CC=CC=2)=[N:14][C:15]=1[CH3:16]. The catalyst is C(O)C.[Pd]. The product is [S:1]1[C:5]2[CH:6]=[CH:7][CH:8]=[CH:9][C:4]=2[CH:3]=[C:2]1[C:10]1[C:11](=[O:39])[N:12]([CH2:31][CH2:32][C:33]2[CH:34]=[CH:35][CH:36]=[CH:37][CH:38]=2)[C:13]([C:17]2[CH:22]=[CH:21][CH:20]=[CH:19][C:18]=2[OH:23])=[N:14][C:15]=1[CH3:16]. The yield is 0.710.